From a dataset of Full USPTO retrosynthesis dataset with 1.9M reactions from patents (1976-2016). Predict the reactants needed to synthesize the given product. (1) Given the product [CH:16]([C:15]1[CH:18]=[CH:19][C:12]([O:1][C:2]2[CH:10]=[CH:9][C:5]([C:6]([NH2:8])=[O:7])=[CH:4][CH:3]=2)=[CH:13][CH:14]=1)=[O:17], predict the reactants needed to synthesize it. The reactants are: [OH:1][C:2]1[CH:10]=[CH:9][C:5]([C:6]([NH2:8])=[O:7])=[CH:4][CH:3]=1.F[C:12]1[CH:19]=[CH:18][C:15]([CH:16]=[O:17])=[CH:14][CH:13]=1.C([O-])([O-])=O.[K+].[K+]. (2) Given the product [NH2:3][C:4]1[N:9]=[C:8]([O:10][CH3:11])[N:7]([CH2:16][CH2:17][CH2:18][CH2:19][O:20][C:21](=[O:23])[CH3:22])[C:6](=[O:12])[CH:5]=1, predict the reactants needed to synthesize it. The reactants are: [H-].[Na+].[NH2:3][C:4]1[N:9]=[C:8]([O:10][CH3:11])[NH:7][C:6](=[O:12])[CH:5]=1.[Br-].[Li+].Br[CH2:16][CH2:17][CH2:18][CH2:19][O:20][C:21](=[O:23])[CH3:22]. (3) Given the product [CH2:14]1[C@H:23]2[C@H:18]([CH2:19][CH2:20][C:21]3[CH:27]=[CH:26][CH:25]=[CH:24][C:22]=32)[N:17]([C:11]([C:9]2[CH:8]=[CH:7][C:5]3[NH:6][C:2](=[O:1])[S:3][C:4]=3[CH:10]=2)=[O:13])[CH2:16][CH2:15]1, predict the reactants needed to synthesize it. The reactants are: [O:1]=[C:2]1[NH:6][C:5]2[CH:7]=[CH:8][C:9]([C:11]([OH:13])=O)=[CH:10][C:4]=2[S:3]1.[CH2:14]1[C@H:23]2[C@H:18]([CH2:19][CH2:20][C:21]3[CH:27]=[CH:26][CH:25]=[CH:24][C:22]=32)[NH:17][CH2:16][CH2:15]1.F[P-](F)(F)(F)(F)F.N1(OC(N(C)C)=[N+](C)C)C2N=CC=CC=2N=N1. (4) Given the product [OH:26][CH2:25][C:2]([N:1]1[CH2:12][C:11]2[C:43](=[CH:3][CH:2]=[CH:9][CH:10]=2)[C:44]1=[O:46])([CH2:9][CH2:10][C:11]1[CH:12]=[CH:13][C:14]([CH2:17][CH2:18][CH2:19][CH2:20][CH2:21][CH2:22][CH2:23][CH3:24])=[CH:15][CH:16]=1)[CH2:3][O:4][P:5](=[O:6])([OH:7])[OH:8], predict the reactants needed to synthesize it. The reactants are: [NH2:1][C:2]([CH2:25][OH:26])([CH2:9][CH2:10][C:11]1[CH:16]=[CH:15][C:14]([CH2:17][CH2:18][CH2:19][CH2:20][CH2:21][CH2:22][CH2:23][CH3:24])=[CH:13][CH:12]=1)[CH2:3][O:4][P:5](=[O:8])([OH:7])[OH:6].C(N([CH2:43][C:44]([OH:46])=O)CC(O)=O)CN(CC(O)=O)CC(O)=O.B(O)(O)O.Cl.